From a dataset of Full USPTO retrosynthesis dataset with 1.9M reactions from patents (1976-2016). Predict the reactants needed to synthesize the given product. (1) Given the product [C:34]([N:37]1[CH2:43][CH2:42][CH2:41][N:40]([CH2:25][CH2:26][CH2:27][CH2:28][C:29]([NH:14][C:11]2[CH:10]=[C:9]([C:6]3[CH:5]=[CH:4][C:3]([O:2][CH3:1])=[CH:8][CH:7]=3)[NH:13][N:12]=2)=[O:30])[CH2:39][CH2:38]1)(=[O:36])[CH3:35], predict the reactants needed to synthesize it. The reactants are: [CH3:1][O:2][C:3]1[CH:8]=[CH:7][C:6]([C:9]2[NH:13][N:12]=[C:11]([NH2:14])[CH:10]=2)=[CH:5][CH:4]=1.C(N(CC)C(C)C)(C)C.Br[CH2:25][CH2:26][CH2:27][CH2:28][C:29](Cl)=[O:30].[I-].[Na+].[C:34]([N:37]1[CH2:43][CH2:42][CH2:41][NH:40][CH2:39][CH2:38]1)(=[O:36])[CH3:35]. (2) Given the product [CH2:6]([O:13][C:14]1[C:15]([O:29][CH3:30])=[CH:16][C:17]([C:34]([O:37][CH:38]([CH3:39])[CH3:1])=[O:36])=[C:18]([C:20]([N:22]2[CH2:27][CH2:26][CH2:25][CH2:24][CH2:23]2)=[O:21])[CH:19]=1)[C:7]1[CH:12]=[CH:11][CH:10]=[CH:9][CH:8]=1, predict the reactants needed to synthesize it. The reactants are: [CH3:1]N(C)C=O.[CH2:6]([O:13][C:14]1[C:15]([O:29][CH3:30])=[CH:16][C:17](I)=[C:18]([C:20]([N:22]2[CH2:27][CH2:26][CH2:25][CH2:24][CH2:23]2)=[O:21])[CH:19]=1)[C:7]1[CH:12]=[CH:11][CH:10]=[CH:9][CH:8]=1.[C]=O.Cl.[C:34]([O:37][CH2:38][CH3:39])(=[O:36])C. (3) Given the product [C:25]([C:24]1[CH:27]=[CH:28][C:21]([O:20][CH2:19][CH2:18][CH2:17][Cl:16])=[CH:22][CH:23]=1)#[CH:2], predict the reactants needed to synthesize it. The reactants are: [Li+].[CH3:2]C([N-]C(C)C)C.[Si](C=[N+]=[N-])(C)(C)C.[Cl:16][CH2:17][CH2:18][CH2:19][O:20][C:21]1[CH:28]=[CH:27][C:24]([CH:25]=O)=[CH:23][CH:22]=1.O.